Dataset: Full USPTO retrosynthesis dataset with 1.9M reactions from patents (1976-2016). Task: Predict the reactants needed to synthesize the given product. Given the product [ClH:1].[CH3:24][O:25][C:26]1[CH:31]=[CH:30][CH:29]=[CH:28][C:27]=1[NH:32][C:33]([N:10]1[CH2:11][CH2:12][C:7]2[NH:6][C:5]3[N:13]=[CH:14][C:2]([Cl:1])=[CH:3][C:4]=3[C:8]=2[CH2:9]1)=[O:34], predict the reactants needed to synthesize it. The reactants are: [Cl:1][C:2]1[CH:14]=[N:13][C:5]2[NH:6][C:7]3[CH2:12][CH2:11][NH:10][CH2:9][C:8]=3[C:4]=2[CH:3]=1.CCN(C(C)C)C(C)C.[CH3:24][O:25][C:26]1[CH:31]=[CH:30][CH:29]=[CH:28][C:27]=1[N:32]=[C:33]=[O:34].Cl.CCOCC.